Dataset: Reaction yield outcomes from USPTO patents with 853,638 reactions. Task: Predict the reaction yield, written as a fraction of the theoretical maximum amount of product (1.0 means a 100% yield; for example, 0.34 means a 34% yield). The reactants are [C:1]([O:4][CH2:5][C@@H:6]1[C@@H:11]([O:12][C:13](=[O:15])[CH3:14])[C@H:10]([OH:16])[C@H:9]([OH:17])[C@@H:8]([C:18]2[CH:23]=[CH:22][CH:21]=[C:20]([Br:24])[CH:19]=2)[O:7]1)(=[O:3])[CH3:2].CCN(C(C)C)C(C)C.[CH3:34][C:35](OC(C)=O)=[O:36].C1C[O:44][CH2:43][CH2:42]1. The catalyst is CN(C1C=CN=CC=1)C. The product is [C:1]([O:4][CH2:5][C@@H:6]1[C@@H:11]([O:12][C:13](=[O:15])[CH3:14])[C@H:10]([O:16][C:35](=[O:36])[CH3:34])[C@H:9]([O:17][C:43](=[O:44])[CH3:42])[C@@H:8]([C:18]2[CH:23]=[CH:22][CH:21]=[C:20]([Br:24])[CH:19]=2)[O:7]1)(=[O:3])[CH3:2]. The yield is 0.889.